Dataset: Reaction yield outcomes from USPTO patents with 853,638 reactions. Task: Predict the reaction yield, written as a fraction of the theoretical maximum amount of product (1.0 means a 100% yield; for example, 0.34 means a 34% yield). The reactants are [CH2:1]([NH:8][C:9]1[N:14]2[N:15]=[CH:16][C:17]([C:18]([OH:20])=O)=[C:13]2[N:12]=[CH:11][C:10]=1[C:21]([N:23]1[CH2:28][CH2:27][C:26]2([C:36]3[C:31](=[CH:32][CH:33]=[CH:34][CH:35]=3)[CH:30]=[CH:29]2)[CH:25]([CH3:37])[CH2:24]1)=[O:22])[C:2]1[CH:7]=[CH:6][CH:5]=[CH:4][CH:3]=1.[CH3:38][S:39]([NH2:42])(=[O:41])=[O:40]. No catalyst specified. The product is [CH2:1]([NH:8][C:9]1[N:14]2[N:15]=[CH:16][C:17]([C:18]([NH:42][S:39]([CH3:38])(=[O:41])=[O:40])=[O:20])=[C:13]2[N:12]=[CH:11][C:10]=1[C:21]([N:23]1[CH2:28][CH2:27][C:26]2([C:36]3[C:31](=[CH:32][CH:33]=[CH:34][CH:35]=3)[CH:30]=[CH:29]2)[CH:25]([CH3:37])[CH2:24]1)=[O:22])[C:2]1[CH:3]=[CH:4][CH:5]=[CH:6][CH:7]=1. The yield is 0.790.